This data is from Full USPTO retrosynthesis dataset with 1.9M reactions from patents (1976-2016). The task is: Predict the reactants needed to synthesize the given product. (1) Given the product [Cl:29][C:30]1[CH:38]=[C:37]([Cl:39])[CH:36]=[C:35]([Cl:40])[C:31]=1[C:32]([O:17][C:15]([C@H:13]1[CH2:14][C@@H:11]([C:9]([O:8][CH2:1][C:2]2[CH:3]=[CH:4][CH:5]=[CH:6][CH:7]=2)=[O:10])[C:12]1([CH3:19])[CH3:18])=[O:16])=[O:33], predict the reactants needed to synthesize it. The reactants are: [CH2:1]([O:8][C:9]([C@@H:11]1[CH2:14][C@H:13]([C:15]([OH:17])=[O:16])[C:12]1([CH3:19])[CH3:18])=[O:10])[C:2]1[CH:7]=[CH:6][CH:5]=[CH:4][CH:3]=1.CCN(C(C)C)C(C)C.[Cl:29][C:30]1[CH:38]=[C:37]([Cl:39])[CH:36]=[C:35]([Cl:40])[C:31]=1[C:32](Cl)=[O:33]. (2) Given the product [C:20]12([CH2:30][C:31]([NH:1][N:2]3[N:11]=[C:10]([CH:12]([CH3:14])[CH3:13])[C:9]4[C:4](=[CH:5][C:6]([C:15]([F:18])([F:16])[F:17])=[CH:7][CH:8]=4)[C:3]3=[O:19])=[O:32])[CH2:27][CH:26]3[CH2:25][CH:24]([CH2:23][CH:22]([CH2:28]3)[CH2:21]1)[CH2:29]2, predict the reactants needed to synthesize it. The reactants are: [NH2:1][N:2]1[N:11]=[C:10]([CH:12]([CH3:14])[CH3:13])[C:9]2[C:4](=[CH:5][C:6]([C:15]([F:18])([F:17])[F:16])=[CH:7][CH:8]=2)[C:3]1=[O:19].[C:20]12([CH2:30][C:31](Cl)=[O:32])[CH2:29][CH:24]3[CH2:25][CH:26]([CH2:28][CH:22]([CH2:23]3)[CH2:21]1)[CH2:27]2. (3) Given the product [CH3:12][C:4]1[CH:5]=[C:6]([C:9](=[N:17][O:16][CH2:14][CH3:15])[CH3:10])[CH:7]=[CH:8][C:3]=1[OH:2], predict the reactants needed to synthesize it. The reactants are: Cl.[OH:2][C:3]1[CH:8]=[CH:7][C:6]([C:9](=O)[CH3:10])=[CH:5][C:4]=1[CH3:12].Cl.[CH2:14]([O:16][NH2:17])[CH3:15].C(=O)(O)[O-].[Na+]. (4) Given the product [CH2:27]([S:30]([N:33]1[CH2:38][CH2:37][N:36]([CH2:39][C:40]2[CH:41]=[CH:42][C:43]([NH:46][C:24]([C:21]3[CH:22]=[CH:23][C:18]([C:3]4[CH:4]=[C:5]([NH:8][C:9]([NH:11][CH:12]5[CH2:13][CH2:14][CH2:15][CH2:16][CH2:17]5)=[O:10])[CH:6]=[CH:7][C:2]=4[Cl:1])=[CH:19][CH:20]=3)=[O:25])=[CH:44][CH:45]=2)[CH2:35][CH2:34]1)(=[O:31])=[O:32])[CH2:28][CH3:29], predict the reactants needed to synthesize it. The reactants are: [Cl:1][C:2]1[CH:7]=[CH:6][C:5]([NH:8][C:9]([NH:11][CH:12]2[CH2:17][CH2:16][CH2:15][CH2:14][CH2:13]2)=[O:10])=[CH:4][C:3]=1[C:18]1[CH:23]=[CH:22][C:21]([C:24](O)=[O:25])=[CH:20][CH:19]=1.[CH2:27]([S:30]([N:33]1[CH2:38][CH2:37][N:36]([CH2:39][C:40]2[CH:45]=[CH:44][C:43]([NH2:46])=[CH:42][CH:41]=2)[CH2:35][CH2:34]1)(=[O:32])=[O:31])[CH2:28][CH3:29].CN(C(ON1N=NC2C=CC=CC1=2)=[N+](C)C)C.F[P-](F)(F)(F)(F)F.CN1CCOCC1. (5) Given the product [OH:1][C:2]1[CH:11]=[C:10]2[C:5]([CH:6]=[C:7]([C:13]3[S:15][C:28]([C:29]([N:31]4[CH2:36][CH2:35][O:34][CH2:33][CH2:32]4)=[O:30])=[C:37]([CH3:38])[N:14]=3)[C:8](=[O:12])[O:9]2)=[CH:4][CH:3]=1, predict the reactants needed to synthesize it. The reactants are: [OH:1][C:2]1[CH:11]=[C:10]2[C:5]([CH:6]=[C:7]([C:13](=[S:15])[NH2:14])[C:8](=[O:12])[O:9]2)=[CH:4][CH:3]=1.N12CCCN=C1CCCCC2.Br[CH:28]([C:37](=O)[CH3:38])[C:29]([N:31]1[CH2:36][CH2:35][O:34][CH2:33][CH2:32]1)=[O:30].C1(C)C=CC(S([O-])(=O)=O)=CC=1.[NH+]1C=CC=CC=1.